Dataset: Full USPTO retrosynthesis dataset with 1.9M reactions from patents (1976-2016). Task: Predict the reactants needed to synthesize the given product. (1) Given the product [Cl:28][C:29]1[C:30]([S:37]([CH3:40])(=[O:39])=[O:38])=[CH:31][C:32]([F:36])=[C:33]([CH:34]=1)[O:7][C:8]1[CH:9]=[C:10]([CH:20]=[C:21]([O:23][C@@H:24]([CH3:27])[CH2:25][OH:26])[CH:22]=1)[C:11]([NH:13][C:14]1[CH:18]=[CH:17][N:16]([CH3:19])[N:15]=1)=[O:12], predict the reactants needed to synthesize it. The reactants are: C(=O)([O-])[O-].[K+].[K+].[OH:7][C:8]1[CH:9]=[C:10]([CH:20]=[C:21]([O:23][C@@H:24]([CH3:27])[CH2:25][OH:26])[CH:22]=1)[C:11]([NH:13][C:14]1[CH:18]=[CH:17][N:16]([CH3:19])[N:15]=1)=[O:12].[Cl:28][C:29]1[CH:34]=[C:33](F)[C:32]([F:36])=[CH:31][C:30]=1[S:37]([CH3:40])(=[O:39])=[O:38].O. (2) Given the product [Br:1][C:2]1[CH:7]=[CH:6][CH:5]=[C:4]([NH2:8])[C:3]=1[NH:11][C:12]1[CH:13]=[CH:14][CH:15]=[CH:16][CH:17]=1, predict the reactants needed to synthesize it. The reactants are: [Br:1][C:2]1[CH:7]=[CH:6][CH:5]=[C:4]([N+:8]([O-])=O)[C:3]=1[NH:11][C:12]1[CH:17]=[CH:16][CH:15]=[CH:14][CH:13]=1.Cl[Sn]Cl.O. (3) Given the product [Br:18][C:19]1[N:24]=[C:23]([CH:25]([C:7]2[C:6]3[C:10](=[CH:11][C:3]([O:2][CH3:1])=[CH:4][CH:5]=3)[NH:9][C:8]=2[C:12]2[CH:13]=[CH:14][CH:15]=[CH:16][CH:17]=2)[OH:26])[CH:22]=[CH:21][CH:20]=1, predict the reactants needed to synthesize it. The reactants are: [CH3:1][O:2][C:3]1[CH:11]=[C:10]2[C:6]([CH:7]=[C:8]([C:12]3[CH:17]=[CH:16][CH:15]=[CH:14][CH:13]=3)[NH:9]2)=[CH:5][CH:4]=1.[Br:18][C:19]1[N:24]=[C:23]([CH:25]=[O:26])[CH:22]=[CH:21][CH:20]=1.C1CCN2C(=NCCC2)CC1. (4) Given the product [Cl:1][C:2]1[CH:23]=[CH:22][C:5]([C:6]2[S:33][C:10]([C@@H:11]([NH:13][C:14](=[O:20])[O:15][C:16]([CH3:19])([CH3:18])[CH3:17])[CH3:12])=[N:9][N:8]=2)=[CH:4][CH:3]=1, predict the reactants needed to synthesize it. The reactants are: [Cl:1][C:2]1[CH:23]=[CH:22][C:5]([C:6]([NH:8][NH:9][C:10](=O)[C@@H:11]([NH:13][C:14](=[O:20])[O:15][C:16]([CH3:19])([CH3:18])[CH3:17])[CH3:12])=O)=[CH:4][CH:3]=1.COC1C=CC(P2(=S)SP(=S)(C3C=CC(OC)=CC=3)[S:33]2)=CC=1. (5) The reactants are: [NH:1]1[C:9]2[C:4](=[CH:5][CH:6]=[CH:7][CH:8]=2)[C:3](/[CH:10]=[CH:11]/[C:12]2[CH:17]=[CH:16][CH:15]=[CH:14][C:13]=2[NH2:18])=[N:2]1.C(N(CC)CC)C.[F:26][C:27]1[CH:35]=[CH:34][C:30]([C:31](Cl)=[O:32])=[CH:29][CH:28]=1.C(=O)([O-])[O-].[K+].[K+]. Given the product [F:26][C:27]1[CH:35]=[CH:34][C:30]([C:31]([NH:18][C:13]2[CH:14]=[CH:15][CH:16]=[CH:17][C:12]=2/[CH:11]=[CH:10]/[C:3]2[C:4]3[C:9](=[CH:8][CH:7]=[CH:6][CH:5]=3)[NH:1][N:2]=2)=[O:32])=[CH:29][CH:28]=1, predict the reactants needed to synthesize it.